This data is from Catalyst prediction with 721,799 reactions and 888 catalyst types from USPTO. The task is: Predict which catalyst facilitates the given reaction. Reactant: C(O[C:6](=[O:25])[NH:7][C@H:8]([CH:13]([C:15](=[O:24])[NH:16][CH2:17][C:18]1[CH:23]=[CH:22][CH:21]=[CH:20][CH:19]=1)[OH:14])[CH2:9][CH2:10][CH2:11][CH3:12])(C)(C)C.FC(F)(F)C(O)=O.C(OC(=O)[C@@H:39]([NH:46][C:47](=[O:63])[C@@H:48]([NH:50][C:51]([C:53]1[CH2:54][C:55]2[C:60]([C:61]=1[CH3:62])=[CH:59][CH:58]=[CH:57][CH:56]=2)=[O:52])[CH3:49])[CH2:40][CH2:41][S:42]([CH3:45])(=[O:44])=[O:43])(C)(C)C.CN(C(ON1N=NC2C=CC=NC1=2)=[N+](C)C)C.F[P-](F)(F)(F)(F)F.C(N(CC)C(C)C)(C)C. Product: [CH2:17]([NH:16][C:15]([CH:13]([OH:14])[C@@H:8]([NH:7][C:6]([C@@H:39]([NH:46][C:47]([C@@H:48]([NH:50][C:51]([C:53]1[CH2:54][C:55]2[C:60]([C:61]=1[CH3:62])=[CH:59][CH:58]=[CH:57][CH:56]=2)=[O:52])[CH3:49])=[O:63])[CH2:40][CH2:41][S:42]([CH3:45])(=[O:44])=[O:43])=[O:25])[CH2:9][CH2:10][CH2:11][CH3:12])=[O:24])[C:18]1[CH:19]=[CH:20][CH:21]=[CH:22][CH:23]=1. The catalyst class is: 2.